The task is: Predict which catalyst facilitates the given reaction.. This data is from Catalyst prediction with 721,799 reactions and 888 catalyst types from USPTO. (1) Reactant: C(Cl)(=O)C(Cl)=O.CS(C)=O.[CH3:11][O:12][C:13]1[C:18]([C:19]([CH3:30])([CH3:29])[CH2:20][C:21]([OH:28])([CH2:26][OH:27])[C:22]([F:25])([F:24])[F:23])=[CH:17][CH:16]=[CH:15][C:14]=1[CH2:31][C:32]#[N:33].C(N(CC)CC)C. Product: [CH3:11][O:12][C:13]1[C:18]([C:19]([CH3:30])([CH3:29])[CH2:20][C:21]([OH:28])([CH:26]=[O:27])[C:22]([F:23])([F:25])[F:24])=[CH:17][CH:16]=[CH:15][C:14]=1[CH2:31][C:32]#[N:33]. The catalyst class is: 46. (2) Reactant: [C:1](O)(=O)[CH2:2][C:3]([CH2:8][C:9]([OH:11])=O)([C:5](O)=O)O.O.[C:15]([O-:18])(=O)C.[Na+].C(N(CC(O)=O)CC(O)=O)[CH2:21][N:22](CC(O)=O)CC(O)=O. Product: [NH2:22][CH2:21][CH2:5][C:3]1[CH:2]=[CH:1][C:15]([OH:18])=[C:9]([OH:11])[CH:8]=1. The catalyst class is: 5. (3) Reactant: [OH:1][CH2:2][CH:3]1[CH2:7][N:6]([C@@H:8]([CH2:12][CH3:13])[C:9]([NH2:11])=[O:10])[C:5](=[O:14])[CH2:4]1.C(N(CC)CC)C.[CH3:22][S:23](Cl)(=[O:25])=[O:24]. Product: [CH3:22][S:23]([O:1][CH2:2][CH:3]1[CH2:4][C:5](=[O:14])[N:6]([C@H:8]([C:9]([NH2:11])=[O:10])[CH2:12][CH3:13])[CH2:7]1)(=[O:25])=[O:24]. The catalyst class is: 2. (4) Reactant: [CH2:1]([C@@:4]1([CH3:37])[CH2:9][C@H:8]([C:10]2[CH:15]=[CH:14][CH:13]=[C:12]([Cl:16])[CH:11]=2)[C@@H:7]([C:17]2[CH:22]=[CH:21][C:20]([Cl:23])=[CH:19][CH:18]=2)[N:6]([C@@H:24]([CH2:34][CH3:35])[C:25]([NH:27][S:28]([CH:31]2[CH2:33][CH2:32]2)(=[O:30])=[O:29])=[O:26])[C:5]1=[O:36])[CH:2]=[CH2:3].[C:38](=O)([O-])[O-].[K+].[K+].IC. Product: [CH2:1]([C@@:4]1([CH3:37])[CH2:9][C@H:8]([C:10]2[CH:15]=[CH:14][CH:13]=[C:12]([Cl:16])[CH:11]=2)[C@@H:7]([C:17]2[CH:22]=[CH:21][C:20]([Cl:23])=[CH:19][CH:18]=2)[N:6]([C@@H:24]([CH2:34][CH3:35])[C:25]([N:27]([S:28]([CH:31]2[CH2:33][CH2:32]2)(=[O:30])=[O:29])[CH3:38])=[O:26])[C:5]1=[O:36])[CH:2]=[CH2:3]. The catalyst class is: 3. (5) Reactant: N1CC[C@H]1C(O)=O.[C:8]([C@H:11]([C@@H:13]([C:15]([O-:17])=[O:16])[OH:14])[OH:12])([O-:10])=[O:9].[OH-].[K+:19]. Product: [C:8]([CH:11]([CH:13]([C:15]([O-:17])=[O:16])[OH:14])[OH:12])([OH:10])=[O:9].[K+:19]. The catalyst class is: 6. (6) Reactant: COC(C)(C)C.[Cl:7][C:8]1[CH:9]=[C:10]([CH:13]=[CH:14][CH:15]=1)C=O.[Cl:16][CH:17](Cl)[C:18](=[O:23])[C:19]([O:21][CH3:22])=[O:20].C[O-].[Na+]. Product: [Cl:16][CH:17]([C:14]1[CH:13]=[CH:10][CH:9]=[C:8]([Cl:7])[CH:15]=1)[C:18](=[O:23])[C:19]([O:21][CH3:22])=[O:20]. The catalyst class is: 25.